Dataset: Reaction yield outcomes from USPTO patents with 853,638 reactions. Task: Predict the reaction yield, written as a fraction of the theoretical maximum amount of product (1.0 means a 100% yield; for example, 0.34 means a 34% yield). (1) The reactants are C[O:2][C:3]([C:5]1[CH:9]=[C:8]([C:10]2[CH:15]=[CH:14][C:13]([NH:16][C:17](=[O:31])[CH2:18][C:19]3[CH:24]=[C:23]([O:25][CH3:26])[C:22]([O:27][CH3:28])=[C:21]([O:29][CH3:30])[CH:20]=3)=[CH:12][C:11]=2[N+:32]([O-:34])=[O:33])[O:7][C:6]=1[CH3:35])=[O:4].[Li+].[OH-].Cl. The catalyst is C1COCC1.CO.CCOC(C)=O. The product is [CH3:35][C:6]1[O:7][C:8]([C:10]2[CH:15]=[CH:14][C:13]([NH:16][C:17](=[O:31])[CH2:18][C:19]3[CH:24]=[C:23]([O:25][CH3:26])[C:22]([O:27][CH3:28])=[C:21]([O:29][CH3:30])[CH:20]=3)=[CH:12][C:11]=2[N+:32]([O-:34])=[O:33])=[CH:9][C:5]=1[C:3]([OH:4])=[O:2]. The yield is 0.710. (2) The reactants are Br[C:2]1[O:6][C:5]([CH3:7])=[C:4]([C:8]([O:10][CH3:11])=[O:9])[CH:3]=1.[CH3:12][O:13][C:14]1[CH:19]=[CH:18][C:17](B(O)O)=[CH:16][CH:15]=1.C(=O)([O-])[O-].[Na+].[Na+].COCCOC. The catalyst is C1C=CC([P]([Pd]([P](C2C=CC=CC=2)(C2C=CC=CC=2)C2C=CC=CC=2)([P](C2C=CC=CC=2)(C2C=CC=CC=2)C2C=CC=CC=2)[P](C2C=CC=CC=2)(C2C=CC=CC=2)C2C=CC=CC=2)(C2C=CC=CC=2)C2C=CC=CC=2)=CC=1.O. The product is [CH3:12][O:13][C:14]1[CH:19]=[CH:18][C:17]([C:2]2[O:6][C:5]([CH3:7])=[C:4]([C:8]([O:10][CH3:11])=[O:9])[CH:3]=2)=[CH:16][CH:15]=1. The yield is 0.880. (3) The reactants are [Cl:1][C:2]1[N:7]=[CH:6][C:5](N)=[CH:4][C:3]=1[C:9]([F:12])([F:11])[F:10].[ClH:13].N([O-])=O.[Na+].[S:18](=[O:20])=[O:19]. The catalyst is O. The product is [Cl:1][C:2]1[N:7]=[CH:6][C:5]([S:18]([Cl:13])(=[O:20])=[O:19])=[CH:4][C:3]=1[C:9]([F:12])([F:11])[F:10]. The yield is 0.270. (4) The reactants are [CH3:1][C@H:2]1[CH2:7][O:6][CH2:5][C@@H:4]([CH3:8])[NH:3]1.CN(C(ON1N=NC2C=CC=NC1=2)=[N+](C)C)C.F[P-](F)(F)(F)(F)F.CCN(C(C)C)C(C)C.[NH2:42][C:43]1[CH:51]=[CH:50][C:46]([C:47](O)=[O:48])=[CH:45][N:44]=1. The catalyst is CN(C=O)C. The product is [NH2:42][C:43]1[N:44]=[CH:45][C:46]([C:47]([N:3]2[C@@H:4]([CH3:8])[CH2:5][O:6][CH2:7][C@H:2]2[CH3:1])=[O:48])=[CH:50][CH:51]=1. The yield is 0.270. (5) The reactants are [O:1]=[C:2]1[C:7]([CH2:8][C:9]2[CH:14]=[CH:13][C:12]([C:15]3[C:16]([C:21]#[N:22])=[CH:17][CH:18]=[CH:19][CH:20]=3)=[CH:11][CH:10]=2)=[C:6]([CH2:23][CH2:24][CH3:25])[N:5]2[N:26]=[CH:27][N:28]=[C:4]2[N:3]1[CH:29]1[CH2:34][CH2:33][C:32](=O)[CH2:31][CH2:30]1.[NH:36]1[CH2:41][CH2:40][O:39][CH2:38][CH2:37]1.C([BH3-])#N.[Na+].O. The catalyst is C(O)(=O)C. The yield is 0.350. The product is [N:36]1([CH:32]2[CH2:31][CH2:30][CH:29]([N:3]3[C:2](=[O:1])[C:7]([CH2:8][C:9]4[CH:10]=[CH:11][C:12]([C:15]5[C:16]([C:21]#[N:22])=[CH:17][CH:18]=[CH:19][CH:20]=5)=[CH:13][CH:14]=4)=[C:6]([CH2:23][CH2:24][CH3:25])[N:5]4[N:26]=[CH:27][N:28]=[C:4]34)[CH2:34][CH2:33]2)[CH2:41][CH2:40][O:39][CH2:38][CH2:37]1. (6) The catalyst is C(O)(C(F)(F)F)=O. The reactants are COC1C=CC(C[NH:8][C:9]2[C:14]([C:15]3[N:16]=[CH:17][S:18][C:19]=3[C:20]3[CH:25]=[CH:24][CH:23]=[C:22]([Cl:26])[C:21]=3[Cl:27])=[CH:13][C:12]([C:28]3[CH:29]=[N:30][CH:31]=[CH:32][CH:33]=3)=[CH:11][N:10]=2)=CC=1. The product is [Cl:27][C:21]1[C:22]([Cl:26])=[CH:23][CH:24]=[CH:25][C:20]=1[C:19]1[S:18][CH:17]=[N:16][C:15]=1[C:14]1[C:9]([NH2:8])=[N:10][CH:11]=[C:12]([C:28]2[CH:29]=[N:30][CH:31]=[CH:32][CH:33]=2)[CH:13]=1. The yield is 0.0900.